This data is from Reaction yield outcomes from USPTO patents with 853,638 reactions. The task is: Predict the reaction yield, written as a fraction of the theoretical maximum amount of product (1.0 means a 100% yield; for example, 0.34 means a 34% yield). (1) The reactants are [C:1]12([CH2:11][CH2:12][N:13]([CH2:26][CH2:27][NH:28][CH3:29])[C:14]([NH:16][CH2:17][CH2:18][CH2:19][C:20]3[CH:25]=[CH:24][N:23]=[CH:22][CH:21]=3)=[O:15])[CH2:10][CH:5]3[CH2:6][CH:7]([CH2:9][CH:3]([CH2:4]3)[CH2:2]1)[CH2:8]2.C(=O)([O-])[O-].[K+].[K+].[I-].[Na+].[CH3:38][O:39][CH2:40][CH2:41]Cl. The catalyst is O.C(OCC)C.CN(C)C=O. The product is [C:1]12([CH2:11][CH2:12][N:13]([CH2:26][CH2:27][N:28]([CH2:41][CH2:40][O:39][CH3:38])[CH3:29])[C:14]([NH:16][CH2:17][CH2:18][CH2:19][C:20]3[CH:25]=[CH:24][N:23]=[CH:22][CH:21]=3)=[O:15])[CH2:8][CH:7]3[CH2:6][CH:5]([CH2:4][CH:3]([CH2:9]3)[CH2:2]1)[CH2:10]2. The yield is 0.321. (2) The yield is 0.590. The reactants are [NH:1]1[C:5]2[CH:6]=[CH:7][CH:8]=[CH:9][C:4]=2[N:3]=[C:2]1[C:10]1[C:18]2[C:13](=[CH:14][C:15]([C:19]3[CH:24]=[CH:23][C:22]([OH:25])=[CH:21][C:20]=3[CH2:26][CH2:27][O:28]C)=[CH:16][CH:17]=2)[NH:12][N:11]=1.B(Br)(Br)Br. The catalyst is CCOC(C)=O. The product is [NH:3]1[C:4]2[CH:9]=[CH:8][CH:7]=[CH:6][C:5]=2[N:1]=[C:2]1[C:10]1[C:18]2[C:13](=[CH:14][C:15]([C:19]3[CH:24]=[CH:23][C:22]([OH:25])=[CH:21][C:20]=3[CH2:26][CH2:27][OH:28])=[CH:16][CH:17]=2)[NH:12][N:11]=1.